Dataset: Forward reaction prediction with 1.9M reactions from USPTO patents (1976-2016). Task: Predict the product of the given reaction. The product is: [Cl:19][C:13]1[CH:14]=[CH:15][CH:16]=[C:17]([Cl:18])[C:12]=1[C:4]1[N:3]=[C:2]([O:21][CH3:20])[C:7]([N+:8]([O-:10])=[O:9])=[C:6]([NH2:11])[CH:5]=1. Given the reactants Cl[C:2]1[C:7]([N+:8]([O-:10])=[O:9])=[C:6]([NH2:11])[CH:5]=[C:4]([C:12]2[C:17]([Cl:18])=[CH:16][CH:15]=[CH:14][C:13]=2[Cl:19])[N:3]=1.[CH3:20][O-:21].[Na+], predict the reaction product.